This data is from Forward reaction prediction with 1.9M reactions from USPTO patents (1976-2016). The task is: Predict the product of the given reaction. (1) Given the reactants [Br:1][C:2]1[CH:3]=[C:4](I)[C:5]([O:8][CH2:9][CH3:10])=[N:6][CH:7]=1.[CH:12]12[NH:19][CH:16]([CH2:17][CH2:18]1)[CH2:15][O:14][CH2:13]2, predict the reaction product. The product is: [Br:1][C:2]1[CH:3]=[C:4]([N:19]2[CH:12]3[CH2:18][CH2:17][CH:16]2[CH2:15][O:14][CH2:13]3)[C:5]([O:8][CH2:9][CH3:10])=[N:6][CH:7]=1. (2) Given the reactants [C:1]([O:5][C:6]([N:8]([C:33]([O:35][C:36]([CH3:39])([CH3:38])[CH3:37])=[O:34])[C:9]1[N:14]=[C:13]([CH2:15][C@@H:16]2[C@H:20]([O:21][CH2:22][CH:23]=O)[CH2:19][N:18]([C:25]([O:27][C:28]([CH3:31])([CH3:30])[CH3:29])=[O:26])[CH2:17]2)[CH:12]=[C:11]([CH3:32])[CH:10]=1)=[O:7])([CH3:4])([CH3:3])[CH3:2].[F:40][C:41]1[CH:46]=[CH:45][CH:44]=[CH:43][C:42]=1[CH2:47][NH2:48].C(N(CC)CC)C, predict the reaction product. The product is: [C:1]([O:5][C:6]([N:8]([C:33]([O:35][C:36]([CH3:38])([CH3:37])[CH3:39])=[O:34])[C:9]1[N:14]=[C:13]([CH2:15][C@@H:16]2[C@H:20]([O:21][CH2:22][CH2:23][NH:48][CH2:47][C:42]3[CH:43]=[CH:44][CH:45]=[CH:46][C:41]=3[F:40])[CH2:19][N:18]([C:25]([O:27][C:28]([CH3:30])([CH3:31])[CH3:29])=[O:26])[CH2:17]2)[CH:12]=[C:11]([CH3:32])[CH:10]=1)=[O:7])([CH3:2])([CH3:4])[CH3:3]. (3) The product is: [OH:1][CH2:2][CH2:3][CH2:4][C@@:5]1([C:29]2[CH:34]=[CH:33][CH:32]=[CH:31][CH:30]=2)[O:10][C:9](=[O:11])[N:8]([C@H:12]([C:14]2[CH:15]=[CH:16][C:17]([C:36]3[CH:41]=[CH:40][C:39]([C:42]#[N:43])=[CH:38][N:37]=3)=[CH:18][CH:19]=2)[CH3:13])[CH2:7][CH2:6]1. Given the reactants [OH:1][CH2:2][CH2:3][CH2:4][C@@:5]1([C:29]2[CH:34]=[CH:33][CH:32]=[CH:31][CH:30]=2)[O:10][C:9](=[O:11])[N:8]([C@H:12]([C:14]2[CH:19]=[CH:18][C:17](B3OC(C)(C)C(C)(C)O3)=[CH:16][CH:15]=2)[CH3:13])[CH2:7][CH2:6]1.Br[C:36]1[CH:41]=[CH:40][C:39]([C:42]#[N:43])=[CH:38][N:37]=1, predict the reaction product. (4) Given the reactants O.[C@@H:2]1([N:10]2[CH:17]=[CH:16][C:14]([NH2:15])=[N:13][C:11]2=[O:12])[O:9][C@H:6]([CH2:7][OH:8])[C@@H:4]([OH:5])[CH2:3]1.N1C=CC=CC=1.CO[C:26]([N:30]1[CH2:35][CH2:34][O:33][CH2:32][CH2:31]1)(OC)[CH3:27], predict the reaction product. The product is: [O:33]1[CH2:34][CH2:35][N:30]([C:26](=[N:15][C:14]2[CH:16]=[CH:17][N:10]([C@@H:2]3[O:9][C@H:6]([CH2:7][OH:8])[C@@H:4]([OH:5])[CH2:3]3)[C:11](=[O:12])[N:13]=2)[CH3:27])[CH2:31][CH2:32]1. (5) The product is: [Cl:21][C:19]1[CH:18]=[CH:17][C:16]2[C:12]([CH2:11][CH2:10][OH:9])=[CH:13][O:14][C:15]=2[CH:20]=1. Given the reactants [H-].[H-].[H-].[H-].[Li+].[Al+3].C([O:9][C:10](=O)[CH2:11][C:12]1[C:16]2[CH:17]=[CH:18][C:19]([Cl:21])=[CH:20][C:15]=2[O:14][CH:13]=1)C, predict the reaction product.